This data is from Orexin1 receptor HTS with 218,158 compounds and 233 confirmed actives. The task is: Binary Classification. Given a drug SMILES string, predict its activity (active/inactive) in a high-throughput screening assay against a specified biological target. (1) The drug is O=c1[nH]c2c(cc1C(N1CCN(CC1)c1c(OC)cccc1)c1n(nnn1)C1CCCC1)cc(cc2)C. The result is 0 (inactive). (2) The result is 0 (inactive). The compound is s1c(C(=O)N2CC(CCC2)(Cc2c(F)cccc2)CO)c(cc1)C. (3) The molecule is O1C(CCC1)CNC(=O)Cn1c2c(o\c(c1=O)=C\c1cc(OC)ccc1)cccc2. The result is 1 (active). (4) The drug is O(Cc1cc([N+]([O-])=O)ccc1)C(=O)c1c(=O)[nH]ccc1. The result is 0 (inactive). (5) The drug is Clc1c(NC(=O)CN2CCCCC2)ccc(NC(=O)c2c(Cl)cccc2)c1. The result is 0 (inactive). (6) The compound is S(Oc1c(OCC)cc(C(=S)N2CCOCC2)cc1)(=O)(=O)c1ccccc1. The result is 0 (inactive).